This data is from NCI-60 drug combinations with 297,098 pairs across 59 cell lines. The task is: Regression. Given two drug SMILES strings and cell line genomic features, predict the synergy score measuring deviation from expected non-interaction effect. (1) Drug 1: C(CN)CNCCSP(=O)(O)O. Drug 2: CCC1(C2=C(COC1=O)C(=O)N3CC4=CC5=C(C=CC(=C5CN(C)C)O)N=C4C3=C2)O.Cl. Cell line: HOP-62. Synergy scores: CSS=31.9, Synergy_ZIP=-2.65, Synergy_Bliss=-8.64, Synergy_Loewe=-42.3, Synergy_HSA=-6.09. (2) Drug 1: C1=C(C(=O)NC(=O)N1)N(CCCl)CCCl. Drug 2: CC12CCC3C(C1CCC2O)C(CC4=C3C=CC(=C4)O)CCCCCCCCCS(=O)CCCC(C(F)(F)F)(F)F. Cell line: LOX IMVI. Synergy scores: CSS=35.8, Synergy_ZIP=-12.0, Synergy_Bliss=-5.88, Synergy_Loewe=-5.26, Synergy_HSA=-4.59. (3) Drug 1: CC(C)(C#N)C1=CC(=CC(=C1)CN2C=NC=N2)C(C)(C)C#N. Drug 2: C1C(C(OC1N2C=NC(=NC2=O)N)CO)O. Cell line: HCT116. Synergy scores: CSS=24.7, Synergy_ZIP=-8.48, Synergy_Bliss=-7.79, Synergy_Loewe=-2.89, Synergy_HSA=-0.680. (4) Drug 1: CN(C)N=NC1=C(NC=N1)C(=O)N. Drug 2: CC1=C(C=C(C=C1)C(=O)NC2=CC(=CC(=C2)C(F)(F)F)N3C=C(N=C3)C)NC4=NC=CC(=N4)C5=CN=CC=C5. Cell line: A549. Synergy scores: CSS=-1.07, Synergy_ZIP=0.431, Synergy_Bliss=1.75, Synergy_Loewe=-0.334, Synergy_HSA=-0.573. (5) Drug 1: CC1=C(C=C(C=C1)NC2=NC=CC(=N2)N(C)C3=CC4=NN(C(=C4C=C3)C)C)S(=O)(=O)N.Cl. Drug 2: CC1=C(C(CCC1)(C)C)C=CC(=CC=CC(=CC(=O)O)C)C. Cell line: NCI-H522. Synergy scores: CSS=15.0, Synergy_ZIP=1.43, Synergy_Bliss=6.82, Synergy_Loewe=2.08, Synergy_HSA=7.14.